Dataset: Full USPTO retrosynthesis dataset with 1.9M reactions from patents (1976-2016). Task: Predict the reactants needed to synthesize the given product. (1) Given the product [C:2]1([O:22][C:19](=[O:20])[NH:18][C:3]2[CH:4]=[CH:5][C:6]([C:8]3[CH:13]=[N:12][CH:11]=[C:10]4[N:14]([CH3:17])[N:15]=[CH:16][C:9]=34)=[CH:7][C:2]=2[F:1])[CH:7]=[CH:6][CH:5]=[CH:4][CH:3]=1, predict the reactants needed to synthesize it. The reactants are: [F:1][C:2]1[CH:7]=[C:6]([C:8]2[CH:13]=[N:12][CH:11]=[C:10]3[N:14]([CH3:17])[N:15]=[CH:16][C:9]=23)[CH:5]=[CH:4][C:3]=1[NH2:18].[C:19]([O-:22])([O-])=[O:20].[Na+].[Na+]. (2) Given the product [Cl:1][C:2]1[N:3]=[C:4]([Cl:14])[CH:5]=[C:6]([C:8]2([CH3:13])[O:12][CH2:11][CH2:10][O:9]2)[C:7]=1[C:28]([O:29][CH3:30])=[O:31], predict the reactants needed to synthesize it. The reactants are: [Cl:1][C:2]1[CH:7]=[C:6]([C:8]2([CH3:13])[O:12][CH2:11][CH2:10][O:9]2)[CH:5]=[C:4]([Cl:14])[N:3]=1.CN(C)CCN(C)C.C([Li])CCC.[C:28](Cl)(=[O:31])[O:29][CH3:30]. (3) Given the product [CH3:1][C:2]1[CH:7]=[CH:6][N:5]=[C:4]([NH2:8])[C:3]=1[NH2:9], predict the reactants needed to synthesize it. The reactants are: [CH3:1][C:2]1[CH:7]=[CH:6][N:5]=[C:4]([NH2:8])[C:3]=1[N+:9]([O-])=O. (4) Given the product [CH3:31][C:16]1([CH3:32])[C:15]2[CH:14]=[C:13]3[NH:12][C:10]([CH2:9][CH2:8][C:4]4[CH:3]=[C:2]([NH:1][C:36](=[O:37])[CH3:33])[CH:7]=[CH:6][CH:5]=4)=[N:22][C:21]3=[CH:20][C:19]=2[N:18]([CH2:25][CH2:26][CH2:27][CH2:28][CH3:29])[C:17]1=[O:30], predict the reactants needed to synthesize it. The reactants are: [NH2:1][C:2]1[CH:3]=[C:4]([CH2:8][CH2:9][C:10]([NH:12][C:13]2[CH:14]=[C:15]3[C:19](=[CH:20][C:21]=2[N+:22]([O-])=O)[N:18]([CH2:25][CH2:26][CH2:27][CH2:28][CH3:29])[C:17](=[O:30])[C:16]3([CH3:32])[CH3:31])=O)[CH:5]=[CH:6][CH:7]=1.[CH2:33](Cl)Cl.[CH3:36][OH:37].